This data is from Forward reaction prediction with 1.9M reactions from USPTO patents (1976-2016). The task is: Predict the product of the given reaction. (1) Given the reactants [F:1][C:2]([F:16])([F:15])[C:3]([C:5]1[CH:10]=[CH:9][C:8]([C:11]([F:14])([F:13])[F:12])=[CH:7][CH:6]=1)=[O:4].[BH4-].[Na+].[NH4+].[Cl-], predict the reaction product. The product is: [F:1][C:2]([F:15])([F:16])[CH:3]([C:5]1[CH:6]=[CH:7][C:8]([C:11]([F:12])([F:13])[F:14])=[CH:9][CH:10]=1)[OH:4]. (2) Given the reactants [F:1][C:2]1[CH:7]=[C:6]([F:8])[CH:5]=[C:4]([N+:9]([O-:11])=[O:10])[C:3]=1[NH:12][C:13](=O)[CH3:14].[H-].[H-].[H-].[H-].[Li+].[Al+3], predict the reaction product. The product is: [F:1][C:2]1[CH:7]=[C:6]([F:8])[CH:5]=[C:4]([N+:9]([O-:11])=[O:10])[C:3]=1[NH:12][CH2:13][CH3:14]. (3) The product is: [CH2:22]([C:3]1([CH2:1][CH3:2])[C:8]2[CH:9]=[C:10](/[C:13](/[CH2:18][CH2:19][CH3:20])=[CH:14]/[C:15]#[N:17])[CH:11]=[CH:12][C:7]=2[NH:6][C:5](=[O:21])[O:4]1)[CH3:23]. Given the reactants [CH2:1]([C:3]1([CH2:22][CH3:23])[C:8]2[CH:9]=[C:10](/[C:13](/[CH2:18][CH2:19][CH3:20])=[CH:14]/[C:15]([NH2:17])=O)[CH:11]=[CH:12][C:7]=2[NH:6][C:5](=[O:21])[O:4]1)[CH3:2].S(Cl)(Cl)=O, predict the reaction product. (4) The product is: [N:13]1[CH:14]=[CH:15][N:16]=[CH:17][C:12]=1[CH:19]([CH3:20])[C:18]([O:22][C:23]([CH3:26])([CH3:25])[CH3:24])=[O:21]. Given the reactants C[Si]([N-][Si](C)(C)C)(C)C.[Na+].Cl[C:12]1[CH:17]=[N:16][CH:15]=[CH:14][N:13]=1.[C:18]([O:22][C:23]([CH3:26])([CH3:25])[CH3:24])(=[O:21])[CH2:19][CH3:20], predict the reaction product. (5) Given the reactants Br[C:2]1[CH:7]=[CH:6][N:5]=[C:4]([CH3:8])[CH:3]=1.[NH:9]1[CH:13]=[CH:12][CH:11]=[N:10]1.N1C2C(=CC=C3C=2N=CC=C3)C=CC=1.C([O-])([O-])=O.[K+].[K+], predict the reaction product. The product is: [CH3:8][C:4]1[CH:3]=[C:2]([N:9]2[CH:13]=[CH:12][CH:11]=[N:10]2)[CH:7]=[CH:6][N:5]=1. (6) Given the reactants [CH3:1][O:2][C:3]1[C:8]2[N:9]=[C:10]([NH2:12])[S:11][C:7]=2[C:6]([CH:13]2[CH2:18][CH2:17][O:16][CH2:15][CH2:14]2)=[CH:5][CH:4]=1.[O:19]1[CH2:23][CH2:22][CH2:21][CH:20]1[CH2:24][C:25](O)=[O:26].COC1C2N=C(NC(=O)CC3CCOCC3)SC=2C(C2CCOCC2)=CC=1, predict the reaction product. The product is: [CH3:1][O:2][C:3]1[C:8]2[N:9]=[C:10]([NH:12][C:25](=[O:26])[CH2:24][CH:20]3[CH2:21][CH2:22][CH2:23][O:19]3)[S:11][C:7]=2[C:6]([CH:13]2[CH2:18][CH2:17][O:16][CH2:15][CH2:14]2)=[CH:5][CH:4]=1.